This data is from Human liver microsome stability data. The task is: Regression/Classification. Given a drug SMILES string, predict its absorption, distribution, metabolism, or excretion properties. Task type varies by dataset: regression for continuous measurements (e.g., permeability, clearance, half-life) or binary classification for categorical outcomes (e.g., BBB penetration, CYP inhibition). Dataset: hlm. (1) The compound is CCc1c(N(CC)C2CCOCC2)cc2oc(C3CCN(C(C)C)CC3)cc2c1C(=O)NCc1c(C)cc(C)nc1O. The result is 0 (unstable in human liver microsomes). (2) The molecule is COCCOc1cc2ncnc(N3CCN(C(=O)Nc4ccc(C#N)cc4)CC3)c2cc1OCCN1CCCCC1. The result is 0 (unstable in human liver microsomes). (3) The drug is N#CCC(c1ccccc1)c1c(-c2ccccc2)[nH]c2cc(Cl)ccc12. The result is 0 (unstable in human liver microsomes). (4) The molecule is COc1cc([C@H](c2cc3cc(Br)ccc3cc2OC)[C@@](O)(CCN(C)C)c2cccc3ccoc23)cc(OC(C)C)n1. The result is 0 (unstable in human liver microsomes). (5) The molecule is N#CC1(n2cc([C@@H](NC(=O)N3CCCCC3)C3CCCCC3)nn2)CC1. The result is 1 (stable in human liver microsomes). (6) The compound is CNC(=O)c1ccc(OC2CCN(C(=O)NCc3ccc(Cl)cc3Cl)CC2)cc1. The result is 1 (stable in human liver microsomes).